This data is from Catalyst prediction with 721,799 reactions and 888 catalyst types from USPTO. The task is: Predict which catalyst facilitates the given reaction. Reactant: [C:1]([C:5]1[CH:23]=[CH:22][CH:21]=[CH:20][C:6]=1[O:7][CH:8]1[CH2:12][CH2:11][N:10](C(OC(C)(C)C)=O)[CH2:9]1)([CH3:4])([CH3:3])[CH3:2].[ClH:24]. Product: [ClH:24].[C:1]([C:5]1[CH:23]=[CH:22][CH:21]=[CH:20][C:6]=1[O:7][CH:8]1[CH2:12][CH2:11][NH:10][CH2:9]1)([CH3:4])([CH3:2])[CH3:3]. The catalyst class is: 12.